Dataset: TCR-epitope binding with 47,182 pairs between 192 epitopes and 23,139 TCRs. Task: Binary Classification. Given a T-cell receptor sequence (or CDR3 region) and an epitope sequence, predict whether binding occurs between them. (1) The epitope is FTYASALWEI. The TCR CDR3 sequence is CAWSVLQEAFF. Result: 0 (the TCR does not bind to the epitope). (2) The epitope is VLQAVGACV. The TCR CDR3 sequence is CASSRGNRVSYNEQFF. Result: 0 (the TCR does not bind to the epitope). (3) The epitope is KLWAQCVQL. The TCR CDR3 sequence is CASRSMETEAFF. Result: 1 (the TCR binds to the epitope). (4) The epitope is KEIDRLNEV. The TCR CDR3 sequence is CASSQSGDRGEEQFF. Result: 0 (the TCR does not bind to the epitope). (5) The epitope is KLVALGINAV. The TCR CDR3 sequence is CASSYGSYEQYF. Result: 1 (the TCR binds to the epitope). (6) The epitope is QARQMVQAMRTIGTHP. The TCR CDR3 sequence is CASSSESPGGSYTF. Result: 0 (the TCR does not bind to the epitope). (7) The epitope is KTSVDCTMYI. The TCR CDR3 sequence is CASSWGPHPEAGQPQHF. Result: 1 (the TCR binds to the epitope). (8) The epitope is KPLEFGATSAAL. The TCR CDR3 sequence is CASSPPRGRNTEAFF. Result: 1 (the TCR binds to the epitope). (9) The epitope is FTISVTTEIL. The TCR CDR3 sequence is CAISESLAGSYNEQFF. Result: 0 (the TCR does not bind to the epitope). (10) The epitope is ALSKGVHFV. The TCR CDR3 sequence is CASSLEVQPQHF. Result: 1 (the TCR binds to the epitope).